This data is from Reaction yield outcomes from USPTO patents with 853,638 reactions. The task is: Predict the reaction yield, written as a fraction of the theoretical maximum amount of product (1.0 means a 100% yield; for example, 0.34 means a 34% yield). (1) The reactants are [Li+:1].C[Si]([N-][Si](C)(C)C)(C)C.[C:11]([C:14]1[O:15][CH:16]=[CH:17][CH:18]=1)(=[O:13])[CH3:12].[C:19](OC(C)(C)C)(=[O:27])[C:20]([O:22][C:23]([CH3:26])([CH3:25])[CH3:24])=[O:21]. The catalyst is CCOCC. The product is [C:23]([O:22][C:20](=[O:21])[C:19]([O-:27])=[CH:12][C:11]([C:14]1[O:15][CH:16]=[CH:17][CH:18]=1)=[O:13])([CH3:26])([CH3:25])[CH3:24].[Li+:1]. The yield is 0.830. (2) The reactants are [CH2:1]([N:8]1[CH2:13][CH2:12][CH:11]([C:14]2[CH:19]=[CH:18][CH:17]=[C:16]([O:20]CC3C=CC=CC=3)[CH:15]=2)[CH:10]([O:28][CH2:29][C:30]2[CH:39]=[CH:38][C:37]3[C:32](=[CH:33][CH:34]=[CH:35][CH:36]=3)[CH:31]=2)[CH2:9]1)[C:2]1[CH:7]=[CH:6][CH:5]=[CH:4][CH:3]=1.CN(C)C1C=CC=CC=1.[Cl-].[Cl-].[Cl-].[Al+3]. The catalyst is C(Cl)Cl. The product is [CH2:1]([N:8]1[CH2:13][CH2:12][CH:11]([C:14]2[CH:19]=[CH:18][CH:17]=[C:16]([OH:20])[CH:15]=2)[CH:10]([O:28][CH2:29][C:30]2[CH:39]=[CH:38][C:37]3[C:32](=[CH:33][CH:34]=[CH:35][CH:36]=3)[CH:31]=2)[CH2:9]1)[C:2]1[CH:7]=[CH:6][CH:5]=[CH:4][CH:3]=1. The yield is 0.320.